From a dataset of Catalyst prediction with 721,799 reactions and 888 catalyst types from USPTO. Predict which catalyst facilitates the given reaction. (1) Reactant: [C:1]([C:3](=[C:9](OC(=O)C(C)(C)C)[CH:10]([CH2:13][CH3:14])[CH2:11][CH3:12])[C:4]([O:6][CH2:7][CH3:8])=[O:5])#[N:2].[NH3:22]. Product: [NH2:22]/[C:9](/[CH:10]([CH2:13][CH3:14])[CH2:11][CH3:12])=[C:3](/[C:1]#[N:2])\[C:4]([O:6][CH2:7][CH3:8])=[O:5]. The catalyst class is: 10. (2) Reactant: [O:1]=[C:2]1[C:11]2[CH:12]=[CH:13][S:14][C:10]=2[C:9]2[CH:8]=[CH:7][C:6]([C:15]([O:17][CH3:18])=[O:16])=[CH:5][C:4]=2[NH:3]1.C1C(=O)N([Br:26])C(=O)C1.O.N. Product: [Br:26][C:13]1[S:14][C:10]2[C:9]3[CH:8]=[CH:7][C:6]([C:15]([O:17][CH3:18])=[O:16])=[CH:5][C:4]=3[NH:3][C:2](=[O:1])[C:11]=2[CH:12]=1. The catalyst class is: 845. (3) Reactant: [F:1][C:2]([F:25])([C:21]([F:24])([F:23])[F:22])[C:3](=O)[CH:4]=[CH:5][C:6]1[CH:7]=[C:8]([C:12]2[CH:17]=[CH:16][C:15]([S:18][CH3:19])=[CH:14][CH:13]=2)[CH:9]=[CH:10][CH:11]=1.Cl.[Cl:27][C:28]1[CH:33]=[CH:32][C:31]([NH:34][NH2:35])=[CH:30][CH:29]=1. Product: [Cl:27][C:28]1[CH:33]=[CH:32][C:31]([N:34]2[CH:5]([C:6]3[CH:7]=[C:8]([C:12]4[CH:17]=[CH:16][C:15]([S:18][CH3:19])=[CH:14][CH:13]=4)[CH:9]=[CH:10][CH:11]=3)[CH2:4][C:3]([C:2]([F:25])([F:1])[C:21]([F:24])([F:23])[F:22])=[N:35]2)=[CH:30][CH:29]=1. The catalyst class is: 15. (4) Reactant: [NH2:1][C:2]1[C:10]([O:11][CH2:12][CH3:13])=[CH:9][CH:8]=[CH:7][C:3]=1[C:4]([OH:6])=[O:5].Br[C:15]1([CH2:26][C:27]2[CH:32]=[CH:31][CH:30]=[C:29]([Cl:33])[CH:28]=2)[C:23]2[C:18](=[CH:19][C:20]([Cl:24])=[CH:21][CH:22]=2)[NH:17][C:16]1=[O:25].CCN(C(C)C)C(C)C. Product: [Cl:24][C:20]1[CH:19]=[C:18]2[C:23]([C:15]([NH:1][C:2]3[C:10]([O:11][CH2:12][CH3:13])=[CH:9][CH:8]=[CH:7][C:3]=3[C:4]([OH:6])=[O:5])([CH2:26][C:27]3[CH:32]=[CH:31][CH:30]=[C:29]([Cl:33])[CH:28]=3)[C:16](=[O:25])[NH:17]2)=[CH:22][CH:21]=1. The catalyst class is: 2.